Dataset: Full USPTO retrosynthesis dataset with 1.9M reactions from patents (1976-2016). Task: Predict the reactants needed to synthesize the given product. (1) Given the product [Cl:1][C:2]1[CH:20]=[CH:19][C:5]2[NH:6][C:7]3[N:8]=[CH:9][CH:10]=[CH:11][C:12]=3[C:13]([CH:14]([F:16])[F:15])([CH:17]=[O:32])[C:4]=2[CH:3]=1, predict the reactants needed to synthesize it. The reactants are: [Cl:1][C:2]1[CH:20]=[CH:19][C:5]2[NH:6][C:7]3[N:8]=[CH:9][CH:10]=[CH:11][C:12]=3[C:13]([C:17]#N)([CH:14]([F:16])[F:15])[C:4]=2[CH:3]=1.CC(C[AlH]CC(C)C)C.CC[O:32]C(C)=O.CCCCCC. (2) Given the product [CH2:22]([S:17][C:16]1[N:18]=[C:31]([OH:32])[CH:30]=[C:5]([CH:4]([O:3][CH2:1][CH3:2])[O:10][CH2:11][CH3:12])[N:15]=1)[C:23]1[CH:28]=[CH:27][CH:26]=[CH:25][CH:24]=1, predict the reactants needed to synthesize it. The reactants are: [CH2:1]([O:3][CH:4]([O:10][CH2:11][CH3:12])[C:5](OCC)=O)[CH3:2].[Na].Cl.[NH2:15][C:16]([NH2:18])=[S:17].C[O-].[Na+].[CH2:22](Br)[C:23]1[CH:28]=[CH:27][CH:26]=[CH:25][CH:24]=1.[CH3:30][CH2:31][OH:32].